This data is from Reaction yield outcomes from USPTO patents with 853,638 reactions. The task is: Predict the reaction yield, written as a fraction of the theoretical maximum amount of product (1.0 means a 100% yield; for example, 0.34 means a 34% yield). (1) The reactants are [NH:1]1[CH2:6][CH2:5][NH:4][CH2:3][CH2:2]1.C([O-])([O-])=O.[K+].[K+].[F:13][C:14]1[CH:19]=[CH:18][C:17]([CH:20]([C:27]2[CH:32]=[CH:31][C:30]([F:33])=[CH:29][CH:28]=2)[O:21][CH2:22][CH2:23][CH2:24][CH2:25]Cl)=[CH:16][CH:15]=1.C(OCC)(=O)C. The catalyst is CN(C=O)C. The product is [F:13][C:14]1[CH:19]=[CH:18][C:17]([CH:20]([C:27]2[CH:28]=[CH:29][C:30]([F:33])=[CH:31][CH:32]=2)[O:21][CH:22]([N:1]2[CH2:6][CH2:5][NH:4][CH2:3][CH2:2]2)[CH2:23][CH2:24][CH3:25])=[CH:16][CH:15]=1. The yield is 0.300. (2) The reactants are [Br:1][C:2]1[CH:11]=[C:10]2[C:5]([C:6](Cl)=[C:7]([C:12]([NH2:14])=[O:13])[CH:8]=[N:9]2)=[CH:4][CH:3]=1.[CH3:16][O:17][C:18](=[O:30])[C:19]1[CH:28]=[C:27]([NH2:29])[CH:26]=[C:21]([C:22]([O:24][CH3:25])=[O:23])[CH:20]=1. The catalyst is C(O)C.C(O)(=O)C. The product is [NH2:14][C:12]([C:7]1[CH:8]=[N:9][C:10]2[C:5]([C:6]=1[NH:29][C:27]1[CH:28]=[C:19]([C:18]([O:17][CH3:16])=[O:30])[CH:20]=[C:21]([C:22]([O:24][CH3:25])=[O:23])[CH:26]=1)=[CH:4][CH:3]=[C:2]([Br:1])[CH:11]=2)=[O:13]. The yield is 0.830. (3) The reactants are [Br:1][C:2]1[CH:11]=[CH:10][C:5]([C:6](OC)=[O:7])=[C:4]([CH2:12]Br)[CH:3]=1.[OH-].[NH4+:15]. The catalyst is O1CCOCC1. The product is [Br:1][C:2]1[CH:3]=[C:4]2[C:5](=[CH:10][CH:11]=1)[C:6](=[O:7])[NH:15][CH2:12]2. The yield is 0.870. (4) The reactants are [C:1]([C:5]1[CH:9]=[C:8]([NH:10][C:11]([NH:13][C@@H:14]2[C:23]3[C:18](=[CH:19][CH:20]=[CH:21][CH:22]=3)[C@H:17]([O:24][C:25]3[CH:26]=[CH:27][C:28]4[N:29]([C:31]([N:34]5[CH2:39][CH2:38][CH2:37][CH2:36][CH2:35]5)=[N:32][N:33]=4)[CH:30]=3)[CH2:16][CH2:15]2)=[O:12])[N:7]([C:40]2[CH:41]=[N:42][N:43]([CH2:45][CH2:46][O:47]C3CCCCO3)[CH:44]=2)[N:6]=1)([CH3:4])([CH3:3])[CH3:2].C1(C)C=CC(S([O-])(=O)=O)=CC=1.[NH+]1C=CC=CC=1.O.C([O-])(O)=O.[Na+]. The catalyst is CO. The product is [C:1]([C:5]1[CH:9]=[C:8]([NH:10][C:11]([NH:13][C@@H:14]2[C:23]3[C:18](=[CH:19][CH:20]=[CH:21][CH:22]=3)[C@H:17]([O:24][C:25]3[CH:26]=[CH:27][C:28]4[N:29]([C:31]([N:34]5[CH2:35][CH2:36][CH2:37][CH2:38][CH2:39]5)=[N:32][N:33]=4)[CH:30]=3)[CH2:16][CH2:15]2)=[O:12])[N:7]([C:40]2[CH:41]=[N:42][N:43]([CH2:45][CH2:46][OH:47])[CH:44]=2)[N:6]=1)([CH3:4])([CH3:2])[CH3:3]. The yield is 0.720. (5) The reactants are [CH3:1][O:2][C:3]1[CH:8]=[CH:7][C:6]([CH2:9][C:10]([OH:12])=[O:11])=[CH:5][CH:4]=1.[Br:13]Br. The catalyst is C(O)(=O)C. The product is [Br:13][C:8]1[CH:7]=[C:6]([CH2:9][C:10]([OH:12])=[O:11])[CH:5]=[CH:4][C:3]=1[O:2][CH3:1]. The yield is 0.980. (6) The reactants are C([Sn](CCCC)(CCCC)[C:6]1[S:7][CH:8]=[CH:9][N:10]=1)CCC.I[C:20]1[CH:21]=[C:22]([CH:24]=[CH:25][CH:26]=1)[NH2:23]. The catalyst is C1(C)C=CC=CC=1.C1C=CC([P]([Pd]([P](C2C=CC=CC=2)(C2C=CC=CC=2)C2C=CC=CC=2)([P](C2C=CC=CC=2)(C2C=CC=CC=2)C2C=CC=CC=2)[P](C2C=CC=CC=2)(C2C=CC=CC=2)C2C=CC=CC=2)(C2C=CC=CC=2)C2C=CC=CC=2)=CC=1. The product is [S:7]1[CH:8]=[CH:9][N:10]=[C:6]1[C:20]1[CH:21]=[C:22]([CH:24]=[CH:25][CH:26]=1)[NH2:23]. The yield is 0.950. (7) The product is [Br:1][C:2]1[CH:7]=[CH:6][C:5]([S:8](=[O:10])(=[O:9])[N:11]([CH3:13])[CH3:12])=[C:22]([CH:3]=1)[C:23]([OH:18])=[O:16]. The reactants are [Br:1][C:2]1[CH:7]=[CH:6][C:5]([S:8]([N:11]([CH3:13])[CH3:12])(=[O:10])=[O:9])=C(C#N)[CH:3]=1.[OH-:16].[Na+].[O:18]1[CH2:23][CH2:22]OCC1. The yield is 0.340. No catalyst specified.